From a dataset of Full USPTO retrosynthesis dataset with 1.9M reactions from patents (1976-2016). Predict the reactants needed to synthesize the given product. (1) Given the product [Br:48][C:45]1[CH:46]=[C:47]2[C:42](=[CH:43][CH:44]=1)[NH:41][CH:40]=[C:39]2[CH2:37][C@H:33]1[CH2:34][CH2:35][CH2:36][N:32]1[CH3:30], predict the reactants needed to synthesize it. The reactants are: CNC(NCCC[C@H](N)C(O)=O)=NC.C1(C)C=CC=CC=1.C(O[C:30]([N:32]1[CH2:36][CH2:35][CH2:34][C@@H:33]1[C:37]([C:39]1[C:47]2[C:42](=[CH:43][CH:44]=[C:45]([Br:48])[CH:46]=2)[NH:41][CH:40]=1)=O)=O)C1C=CC=CC=1.[OH-].[Na+]. (2) Given the product [Cl:26][C:24]1[CH:25]=[C:20]2[CH:19]=[C:18]([C:16]([NH:15][CH:7]3[CH2:8][C:9]4[C:14](=[CH:13][CH:12]=[CH:11][CH:10]=4)[N:5]([CH2:4][C:3]([OH:29])=[O:2])[C:6]3=[O:28])=[O:17])[NH:27][C:21]2=[CH:22][N:23]=1, predict the reactants needed to synthesize it. The reactants are: C[O:2][C:3](=[O:29])[CH2:4][N:5]1[C:14]2[C:9](=[CH:10][CH:11]=[CH:12][CH:13]=2)[CH2:8][CH:7]([NH:15][C:16]([C:18]2[NH:27][C:21]3=[CH:22][N:23]=[C:24]([Cl:26])[CH:25]=[C:20]3[CH:19]=2)=[O:17])[C:6]1=[O:28].[Li+].[OH-]. (3) Given the product [CH3:19][C:20]([CH3:25])([CH3:24])[CH2:21][CH2:22][O:23][C:5]1[CH:13]=[CH:12][CH:11]=[C:10]2[C:6]=1[CH:7]=[C:8]([C:14]([OH:16])=[O:15])[NH:9]2, predict the reactants needed to synthesize it. The reactants are: CC(C)(C)CO[C:5]1[CH:13]=[CH:12][CH:11]=[C:10]2[C:6]=1[CH:7]=[C:8]([C:14]([OH:16])=[O:15])[NH:9]2.[CH3:19][C:20]([CH3:25])([CH3:24])[CH2:21][CH2:22][OH:23]. (4) The reactants are: [C:1]([O:5][C:6]([NH:8][CH:9]1[CH2:14][CH2:13][CH2:12][NH:11][CH2:10]1)=[O:7])([CH3:4])([CH3:3])[CH3:2].C(=O)([O-])[O-].[K+].[K+].F[C:22]1[CH:31]=[CH:30][CH:29]=[CH:28][C:23]=1[C:24]([O:26][CH3:27])=[O:25]. Given the product [C:1]([O:5][C:6]([NH:8][CH:9]1[CH2:14][CH2:13][CH2:12][N:11]([C:22]2[CH:31]=[CH:30][CH:29]=[CH:28][C:23]=2[C:24]([O:26][CH3:27])=[O:25])[CH2:10]1)=[O:7])([CH3:4])([CH3:2])[CH3:3], predict the reactants needed to synthesize it. (5) Given the product [CH3:1][C:2]1([CH3:12])[C:6]2[C:7]([O:11][C:19]3[N:24]=[CH:23][C:22]([N:25]4[C:26]([CH3:31])=[N:27][NH:28][C:29]4=[O:30])=[CH:21][C:20]=3[CH3:32])=[CH:8][CH:9]=[CH:10][C:5]=2[O:4][CH2:3]1, predict the reactants needed to synthesize it. The reactants are: [CH3:1][C:2]1([CH3:12])[C:6]2=[C:7]([OH:11])[CH:8]=[CH:9][CH:10]=[C:5]2[O:4][CH2:3]1.CN(C=O)C.F[C:19]1[N:24]=[CH:23][C:22]([N:25]2[C:29](=[O:30])[NH:28][N:27]=[C:26]2[CH3:31])=[CH:21][C:20]=1[CH3:32].